From a dataset of Full USPTO retrosynthesis dataset with 1.9M reactions from patents (1976-2016). Predict the reactants needed to synthesize the given product. Given the product [NH:35]1[C:34]2[CH:44]=[CH:45][CH:46]=[CH:47][C:33]=2[N:32]=[C:31]1[C:18]1[C:19](=[O:30])[NH:20][N:21]=[C:16]([C:14]2[CH:13]=[CH:12][N:11]=[C:10]([NH:9][CH2:8][CH2:7][N:1]3[CH2:6][CH2:5][O:4][CH2:3][CH2:2]3)[N:15]=2)[CH:17]=1, predict the reactants needed to synthesize it. The reactants are: [N:1]1([CH2:7][CH2:8][NH:9][C:10]2[N:15]=[C:14]([C:16]3[CH:17]=[C:18]([C:31]4[N:35](COCC[Si](C)(C)C)[C:34]5[CH:44]=[CH:45][CH:46]=[CH:47][C:33]=5[N:32]=4)[C:19](=[O:30])[N:20](COCC[Si](C)(C)C)[N:21]=3)[CH:13]=[CH:12][N:11]=2)[CH2:6][CH2:5][O:4][CH2:3][CH2:2]1.